From a dataset of Catalyst prediction with 721,799 reactions and 888 catalyst types from USPTO. Predict which catalyst facilitates the given reaction. Reactant: [CH3:1][N:2]1[C:6]2=[CH:7][N:8]=[CH:9][C:10]([C:11]3[CH:16]=[CH:15][C:14]([NH2:17])=[CH:13][CH:12]=3)=[C:5]2[CH:4]=[N:3]1.[CH2:18]([O:20][C:21]1[CH:26]=[CH:25][CH:24]=[C:23]([N:27]=[C:28]=[O:29])[CH:22]=1)[CH3:19]. The catalyst class is: 2. Product: [CH2:18]([O:20][C:21]1[CH:22]=[C:23]([NH:27][C:28]([NH:17][C:14]2[CH:15]=[CH:16][C:11]([C:10]3[CH:9]=[N:8][CH:7]=[C:6]4[N:2]([CH3:1])[N:3]=[CH:4][C:5]=34)=[CH:12][CH:13]=2)=[O:29])[CH:24]=[CH:25][CH:26]=1)[CH3:19].